Dataset: Forward reaction prediction with 1.9M reactions from USPTO patents (1976-2016). Task: Predict the product of the given reaction. Given the reactants [Cl:1][C:2]1[CH:3]=[CH:4][C:5]2[CH2:11][N:10]([C:12]([O:14]C(C)(C)C)=O)[CH2:9][C:8](=[O:19])[NH:7][C:6]=2[CH:20]=1.C(N(CC)CC)C.[Cl:28][C:29]1[CH:37]=[CH:36][C:32](C(Cl)=O)=[CH:31][CH:30]=1.C(OCC)(=O)C, predict the reaction product. The product is: [Cl:1][C:2]1[CH:3]=[CH:4][C:5]2[CH2:11][N:10]([C:12](=[O:14])[C:32]3[CH:36]=[CH:37][C:29]([Cl:28])=[CH:30][CH:31]=3)[CH2:9][C:8](=[O:19])[NH:7][C:6]=2[CH:20]=1.